This data is from Peptide-MHC class I binding affinity with 185,985 pairs from IEDB/IMGT. The task is: Regression. Given a peptide amino acid sequence and an MHC pseudo amino acid sequence, predict their binding affinity value. This is MHC class I binding data. (1) The peptide sequence is YMYQYIQEL. The MHC is HLA-C08:02 with pseudo-sequence HLA-C08:02. The binding affinity (normalized) is 0.390. (2) The peptide sequence is LDKITDFHE. The MHC is HLA-A24:02 with pseudo-sequence HLA-A24:02. The binding affinity (normalized) is 0.0671.